This data is from Forward reaction prediction with 1.9M reactions from USPTO patents (1976-2016). The task is: Predict the product of the given reaction. (1) Given the reactants [F:1][C:2]1[CH:3]=[C:4]([C:8]2[N:13]=[C:12]([CH3:14])[C:11]([C:15]([OH:17])=O)=[CH:10][N:9]=2)[CH:5]=[CH:6][CH:7]=1.[F:18][C:19]1[N:24]=[C:23]2[C:25]([CH3:29])=[CH:26][N:27]([NH2:28])[C:22]2=[CH:21][CH:20]=1.CCN(C(C)C)C(C)C.CN(C(ON1N=NC2C=CC=NC1=2)=[N+](C)C)C.F[P-](F)(F)(F)(F)F, predict the reaction product. The product is: [F:18][C:19]1[N:24]=[C:23]2[C:25]([CH3:29])=[CH:26][N:27]([NH:28][C:15]([C:11]3[C:12]([CH3:14])=[N:13][C:8]([C:4]4[CH:5]=[CH:6][CH:7]=[C:2]([F:1])[CH:3]=4)=[N:9][CH:10]=3)=[O:17])[C:22]2=[CH:21][CH:20]=1. (2) Given the reactants [C:1]([C:5]1[N:9]([CH2:10][CH2:11][C:12]2[CH:17]=[CH:16][C:15]([F:18])=[CH:14][CH:13]=2)[C:8]([CH3:19])=[C:7]([C:20]([NH:22][CH2:23][C:24]2([N:30]([CH3:32])[CH3:31])[CH2:29][CH2:28][S:27][CH2:26][CH2:25]2)=[O:21])[CH:6]=1)([CH3:4])([CH3:3])[CH3:2].ClC1C=CC=C(C(OO)=[O:41])C=1, predict the reaction product. The product is: [C:1]([C:5]1[N:9]([CH2:10][CH2:11][C:12]2[CH:13]=[CH:14][C:15]([F:18])=[CH:16][CH:17]=2)[C:8]([CH3:19])=[C:7]([C:20]([NH:22][CH2:23][C:24]2([N:30]([CH3:32])[CH3:31])[CH2:25][CH2:26][S:27](=[O:41])[CH2:28][CH2:29]2)=[O:21])[CH:6]=1)([CH3:4])([CH3:2])[CH3:3]. (3) Given the reactants C([N:8]([CH2:13][CH:14]1[CH2:16][CH:15]1[CH3:17])[CH2:9][CH:10]([F:12])[F:11])C1C=CC=CC=1.Cl, predict the reaction product. The product is: [F:11][CH:10]([F:12])[CH2:9][NH:8][CH2:13][CH:14]1[CH2:16][CH:15]1[CH3:17]. (4) Given the reactants [C:1]([C:4]1[CH:9]=[CH:8][CH:7]=[C:6]([Br:10])[N:5]=1)(=O)[CH3:2].Cl.[NH2:12][OH:13].C(O)(C(F)(F)F)=O, predict the reaction product. The product is: [Br:10][C:6]1[N:5]=[C:4](/[C:1](=[N:12]\[OH:13])/[CH3:2])[CH:9]=[CH:8][CH:7]=1. (5) Given the reactants [CH3:1][C:2]1[C:6]([CH2:7][OH:8])=[CH:5][N:4]([C:9]2[CH:14]=[CH:13][CH:12]=[CH:11][N:10]=2)[N:3]=1.[O:15]=[CH:16][C:17]1[CH:25]=[CH:24][C:22](O)=[C:19]([O:20][CH3:21])[CH:18]=1.C(P(CCCC)CCCC)CCC.N(C(N1CCCCC1)=O)=NC(N1CCCCC1)=O, predict the reaction product. The product is: [CH3:21][O:20][C:19]1[CH:18]=[C:17]([CH:25]=[CH:24][C:22]=1[O:8][CH2:7][C:6]1[C:2]([CH3:1])=[N:3][N:4]([C:9]2[CH:14]=[CH:13][CH:12]=[CH:11][N:10]=2)[CH:5]=1)[CH:16]=[O:15]. (6) Given the reactants [CH3:1][C:2]([NH2:5])([CH3:4])[CH3:3].[CH3:6][O:7][C:8]1[CH:13]=[CH:12][C:11]([C:14]2[N:19]=[C:18]([C:20]([NH:22][S:23]([CH3:26])(=[O:25])=[O:24])=[O:21])[C:17]([CH3:27])=[CH:16][CH:15]=2)=[C:10]([CH3:28])[C:9]=1[CH:29]1[C:42]2[C:41](=[O:43])[CH2:40][C:39]([CH3:45])([CH3:44])[CH2:38][C:37]=2[O:36][C:35]2[CH2:34][C:33]([CH3:47])([CH3:46])[CH2:32][C:31](=[O:48])[C:30]1=2.C(OCC)C, predict the reaction product. The product is: [CH3:1][C:2]([NH2:5])([CH3:4])[CH3:3].[CH3:6][O:7][C:8]1[CH:13]=[CH:12][C:11]([C:14]2[N:19]=[C:18]([C:20]([NH:22][S:23]([CH3:26])(=[O:25])=[O:24])=[O:21])[C:17]([CH3:27])=[CH:16][CH:15]=2)=[C:10]([CH3:28])[C:9]=1[CH:29]1[C:30]2[C:31](=[O:48])[CH2:32][C:33]([CH3:46])([CH3:47])[CH2:34][C:35]=2[O:36][C:37]2[CH2:38][C:39]([CH3:45])([CH3:44])[CH2:40][C:41](=[O:43])[C:42]1=2. (7) Given the reactants [Cl:1][C:2]1[CH:11]=[C:10]2[C:5]([C:6]([OH:20])=[C:7]([C:15]([O:17]CC)=O)[C:8](=[O:14])[N:9]2[CH2:12][CH3:13])=[CH:4][CH:3]=1.[C:21]([NH:30][NH2:31])(=[O:29])[CH2:22][CH2:23][CH2:24][CH2:25][CH2:26][CH2:27][CH3:28], predict the reaction product. The product is: [Cl:1][C:2]1[CH:11]=[C:10]2[C:5]([C:6]([OH:20])=[C:7]([C:15]([NH:31][NH:30][C:21](=[O:29])[CH2:22][CH2:23][CH2:24][CH2:25][CH2:26][CH2:27][CH3:28])=[O:17])[C:8](=[O:14])[N:9]2[CH2:12][CH3:13])=[CH:4][CH:3]=1. (8) Given the reactants Br[C:2]1[CH:7]=[C:6]([CH3:8])[C:5]([Br:9])=[CH:4][N:3]=1.[Li]CCCC.[CH3:15][C:16]([CH3:18])=[O:17], predict the reaction product. The product is: [Br:9][C:5]1[C:6]([CH3:8])=[CH:7][C:2]([C:16]([OH:17])([CH3:18])[CH3:15])=[N:3][CH:4]=1.